From a dataset of Full USPTO retrosynthesis dataset with 1.9M reactions from patents (1976-2016). Predict the reactants needed to synthesize the given product. (1) Given the product [O:16]1[CH:17]=[CH:18][CH:19]=[C:15]1[C:11]1[O:12][C:13]([CH3:14])=[C:9]([CH2:8][O:7][C:6]2[CH:20]=[CH:21][C:3]([CH2:2][O:24][C:25]3[C:29]([C:30]([O:32][CH2:33][CH3:34])=[O:31])=[CH:28][N:27]([CH3:35])[N:26]=3)=[CH:4][C:5]=2[O:22][CH3:23])[N:10]=1, predict the reactants needed to synthesize it. The reactants are: Cl[CH2:2][C:3]1[CH:21]=[CH:20][C:6]([O:7][CH2:8][C:9]2[N:10]=[C:11]([C:15]3[O:16][CH:17]=[CH:18][CH:19]=3)[O:12][C:13]=2[CH3:14])=[C:5]([O:22][CH3:23])[CH:4]=1.[OH:24][C:25]1[C:29]([C:30]([O:32][CH2:33][CH3:34])=[O:31])=[CH:28][N:27]([CH3:35])[N:26]=1.CN(C)C=O.[H-].[Na+]. (2) The reactants are: [CH:1]1([NH:4][C:5]2[C:6]([C:19]3[CH:24]=[CH:23][CH:22]=[CH:21][CH:20]=3)=[N:7][C:8]3[C:13]([N:14]=2)=[CH:12][C:11]([C:15]([O:17]C)=[O:16])=[CH:10][CH:9]=3)[CH2:3][CH2:2]1.[H-].[Na+].[CH3:27]I. Given the product [CH:1]1([N:4]([CH3:27])[C:5]2[C:6]([C:19]3[CH:24]=[CH:23][CH:22]=[CH:21][CH:20]=3)=[N:7][C:8]3[C:13]([N:14]=2)=[CH:12][C:11]([C:15]([OH:17])=[O:16])=[CH:10][CH:9]=3)[CH2:3][CH2:2]1, predict the reactants needed to synthesize it. (3) Given the product [NH:12]1[CH2:17][CH2:16][CH2:15][CH2:14][CH:13]1[C:18]([NH2:22])=[O:20], predict the reactants needed to synthesize it. The reactants are: N.C(OC([N:12]1[CH2:17][CH2:16][CH2:15][CH2:14][CH:13]1[C:18]([OH:20])=O)=O)C1C=CC=CC=1.O[N:22]1C2C=CC=CC=2N=N1.Cl.CN(C)CCCN=C=NCC.